This data is from Forward reaction prediction with 1.9M reactions from USPTO patents (1976-2016). The task is: Predict the product of the given reaction. (1) Given the reactants [C:1]([OH:12])(=[O:11])[C:2]1[C:3](=[CH:7][CH:8]=[CH:9][CH:10]=1)[C:4]([OH:6])=[O:5].[OH-].[K+], predict the reaction product. The product is: [CH2:1]([C:10]1[CH:9]=[CH:8][CH:7]=[C:3]([C:4]([OH:6])=[O:5])[C:2]=1[C:1]([OH:12])=[O:11])[CH2:2][CH2:10][CH3:9]. (2) Given the reactants [F:1][C:2]([F:20])([O:7][C:8]1[CH:13]=[CH:12][C:11]([N:14]2[CH:18]=[N:17][C:16](O)=[N:15]2)=[CH:10][CH:9]=1)[C:3]([F:6])([F:5])[F:4].P(Br)(Br)([Br:23])=O, predict the reaction product. The product is: [Br:23][C:16]1[N:17]=[CH:18][N:14]([C:11]2[CH:12]=[CH:13][C:8]([O:7][C:2]([F:20])([F:1])[C:3]([F:6])([F:5])[F:4])=[CH:9][CH:10]=2)[N:15]=1.